Predict which catalyst facilitates the given reaction. From a dataset of Catalyst prediction with 721,799 reactions and 888 catalyst types from USPTO. Reactant: Br[CH2:2][C:3]1[CH:8]=[CH:7][CH:6]=[C:5]([N+:9]([O-:11])=[O:10])[CH:4]=1.[P:12]([O:19]CC)([O:16][CH2:17][CH3:18])[O:13][CH2:14][CH3:15]. Product: [CH2:14]([O:13][P:12]([CH2:2][C:3]1[CH:8]=[CH:7][CH:6]=[C:5]([N+:9]([O-:11])=[O:10])[CH:4]=1)([O:16][CH2:17][CH3:18])=[O:19])[CH3:15]. The catalyst class is: 605.